This data is from Reaction yield outcomes from USPTO patents with 853,638 reactions. The task is: Predict the reaction yield, written as a fraction of the theoretical maximum amount of product (1.0 means a 100% yield; for example, 0.34 means a 34% yield). (1) The reactants are [CH2:1]([O:3][C:4]([C:6]1[S:7][C:8]([CH2:25][CH3:26])=[C:9](C#N)[C:10]=1[C:11]1[CH:16]=[CH:15][C:14]([C:17]2[S:18][CH:19]=[CH:20][C:21]=2N)=[CH:13][CH:12]=1)=[O:5])[CH3:2].[CH2:27]=O.[C:29]([BH3-])#[N:30].[Na+].C(O)(=O)C.[C:37](#[N:39])C. The catalyst is O. The product is [CH2:1]([O:3][C:4]([C:6]1[S:7][C:8]([CH2:25][CH3:26])=[C:9]([C:29]#[N:30])[C:10]=1[C:11]1[CH:16]=[CH:15][C:14]([C:17]2[S:18][CH:19]=[CH:20][C:21]=2[N:39]([CH3:37])[CH3:27])=[CH:13][CH:12]=1)=[O:5])[CH3:2]. The yield is 0.610. (2) The reactants are Br[C:2]1[CH:24]=[CH:23][C:5]2[C:6]3[N:7]([CH:11]=[C:12]([C:14]4[N:15]([CH:20]([CH3:22])[CH3:21])[CH:16]=[C:17]([CH3:19])[N:18]=4)[N:13]=3)[CH2:8][CH2:9][O:10][C:4]=2[CH:3]=1.[CH3:25][C:26]([OH:43])([CH3:42])[CH2:27][N:28]1[CH:32]=[C:31](B2OC(C)(C)C(C)(C)O2)[CH:30]=[N:29]1. No catalyst specified. The product is [CH:20]([N:15]1[CH:16]=[C:17]([CH3:19])[N:18]=[C:14]1[C:12]1[N:13]=[C:6]2[C:5]3[CH:23]=[CH:24][C:2]([C:31]4[CH:30]=[N:29][N:28]([CH2:27][C:26]([CH3:42])([OH:43])[CH3:25])[CH:32]=4)=[CH:3][C:4]=3[O:10][CH2:9][CH2:8][N:7]2[CH:11]=1)([CH3:22])[CH3:21]. The yield is 0.220. (3) The reactants are [Br:1][C:2]1[CH:3]=[C:4]2[C:9](=[CH:10][C:11]=1[O:12][CH2:13][C:14]1[CH:15]=[C:16]([S:20]([CH3:28])(=[N:22]C(OCC)=O)=[O:21])[CH:17]=[CH:18][CH:19]=1)[N:8]=[CH:7][N:6]=[C:5]2[NH:29][CH2:30][CH2:31][OH:32].[O-]CC.[Na+]. The catalyst is C(O)C.[Cl-].[Na+].O. The product is [Br:1][C:2]1[CH:3]=[C:4]2[C:9](=[CH:10][C:11]=1[O:12][CH2:13][C:14]1[CH:15]=[C:16]([S:20]([CH3:28])(=[NH:22])=[O:21])[CH:17]=[CH:18][CH:19]=1)[N:8]=[CH:7][N:6]=[C:5]2[NH:29][CH2:30][CH2:31][OH:32]. The yield is 0.810. (4) The reactants are [F:1][C:2]1[CH:7]=[CH:6][C:5]([N:8]2[CH:13]=[CH:12][C:11]([I:14])=[C:10]([CH:15]=[O:16])[C:9]2=[O:17])=[CH:4][CH:3]=1.[OH:18]P([O-])(O)=O.[Na+].CC(=CC)C.Cl([O-])=O.[Na+]. The catalyst is C1COCC1.[OH-].[Na+].CCOC(C)=O.O.C(O)(C)(C)C. The product is [F:1][C:2]1[CH:3]=[CH:4][C:5]([N:8]2[CH:13]=[CH:12][C:11]([I:14])=[C:10]([C:15]([OH:18])=[O:16])[C:9]2=[O:17])=[CH:6][CH:7]=1. The yield is 0.645. (5) The catalyst is C(O)C.[Fe]. The product is [NH2:22][C:6]1[CH:5]=[C:4]([NH:25][C:26]2[N:31]=[C:30]([C:32]3[C:40]4[C:35](=[CH:36][CH:37]=[CH:38][CH:39]=4)[N:34]([CH3:41])[CH:33]=3)[CH:29]=[CH:28][N:27]=2)[C:3]([O:2][CH3:1])=[CH:8][C:7]=1[N:9]([CH3:21])[CH2:10][CH2:11][N:12]([CH3:20])[C:13](=[O:19])[O:14][C:15]([CH3:18])([CH3:16])[CH3:17]. The reactants are [CH3:1][O:2][C:3]1[C:4]([NH:25][C:26]2[N:31]=[C:30]([C:32]3[C:40]4[C:35](=[CH:36][CH:37]=[CH:38][CH:39]=4)[N:34]([CH3:41])[CH:33]=3)[CH:29]=[CH:28][N:27]=2)=[CH:5][C:6]([N+:22]([O-])=O)=[C:7]([N:9]([CH3:21])[CH2:10][CH2:11][N:12]([CH3:20])[C:13](=[O:19])[O:14][C:15]([CH3:18])([CH3:17])[CH3:16])[CH:8]=1.[NH4+].[Cl-].O. The yield is 0.940. (6) The reactants are [N:1]([CH2:4][CH2:5][NH:6]C(=O)CCCCCCCCCCCCC)=[N+:2]=[N-:3].[S:22]1[CH:26]=[CH:25][CH:24]=[C:23]1[S:27](Cl)(=[O:29])=[O:28].N(CCN)=[N+]=[N-].C(N(CC)CC)C. The catalyst is ClCCl. The product is [N:1]([CH2:4][CH2:5][NH:6][S:27]([C:23]1[S:22][CH:26]=[CH:25][CH:24]=1)(=[O:29])=[O:28])=[N+:2]=[N-:3]. The yield is 0.800. (7) The reactants are [C:1]1([NH:7][C:8]2[CH:13]=[CH:12][CH:11]=[CH:10][CH:9]=2)[CH:6]=[CH:5][CH:4]=[CH:3][CH:2]=1.Br[C:15]1[CH:20]=[CH:19][CH:18]=[C:17]([Br:21])[CH:16]=1.CC([O-])(C)C.[Na+]. The catalyst is C1(C)C=CC=CC=1.CC([O-])=O.CC([O-])=O.[Pd+2].C1(P(C2C=CC=CC=2)C2C=CC=CC=2)C=CC=CC=1. The product is [Br:21][C:17]1[CH:16]=[C:15]([CH:20]=[CH:19][CH:18]=1)[N:7]([C:8]1[CH:9]=[CH:10][CH:11]=[CH:12][CH:13]=1)[C:1]1[CH:6]=[CH:5][CH:4]=[CH:3][CH:2]=1. The yield is 0.600. (8) The reactants are C([N:8]1[CH2:13][CH2:12][N:11]([C:14]2[N:19]=[CH:18][C:17]([N:20]([CH3:40])[C:21](=[O:39])[C:22]([C:25]3[CH:30]=[C:29]([C:31]([F:34])([F:33])[F:32])[CH:28]=[C:27]([C:35]([F:38])([F:37])[F:36])[CH:26]=3)([CH3:24])[CH3:23])=[C:16]([C:41]3[CH:46]=[CH:45][C:44]([F:47])=[CH:43][C:42]=3[CH3:48])[CH:15]=2)[C@H:10]([CH3:49])[CH2:9]1)C1C=CC=CC=1. The catalyst is C(O)(=O)C. The product is [F:38][C:35]([F:36])([F:37])[C:27]1[CH:26]=[C:25]([C:22]([CH3:23])([CH3:24])[C:21]([N:20]([C:17]2[CH:18]=[N:19][C:14]([N:11]3[CH2:12][CH2:13][NH:8][CH2:9][C@H:10]3[CH3:49])=[CH:15][C:16]=2[C:41]2[CH:46]=[CH:45][C:44]([F:47])=[CH:43][C:42]=2[CH3:48])[CH3:40])=[O:39])[CH:30]=[C:29]([C:31]([F:32])([F:33])[F:34])[CH:28]=1. The yield is 0.980. (9) The reactants are [I:1][C:2]1[CH:10]=[CH:9][C:5]([C:6]([OH:8])=O)=[CH:4][CH:3]=1.C(Cl)(=O)C(Cl)=O.[C:17]1([O:23][CH3:24])[CH:22]=[CH:21][CH:20]=[CH:19][CH:18]=1.[Al+3].[Cl-].[Cl-].[Cl-].Cl. The catalyst is C(Cl)Cl.CN(C=O)C. The product is [I:1][C:2]1[CH:3]=[CH:4][C:5]([C:6]([C:20]2[CH:21]=[CH:22][C:17]([O:23][CH3:24])=[CH:18][CH:19]=2)=[O:8])=[CH:9][CH:10]=1. The yield is 0.980. (10) The reactants are [Cl:1][C:2]1[CH:3]=[C:4]2[C:9](=[C:10]([F:12])[CH:11]=1)[N:8]=[C:7](OS(C(F)(F)F)(=O)=O)[C:6]([C:21]#[N:22])=[C:5]2[C:23]1[CH:28]=[CH:27][CH:26]=[CH:25][CH:24]=1.[NH:29]1[CH2:34][CH2:33][CH2:32][CH2:31][CH2:30]1.C(=O)([O-])[O-].[K+].[K+]. The catalyst is C1COCC1.O. The product is [Cl:1][C:2]1[CH:3]=[C:4]2[C:9](=[C:10]([F:12])[CH:11]=1)[N:8]=[C:7]([N:29]1[CH2:34][CH2:33][CH2:32][CH2:31][CH2:30]1)[C:6]([C:21]#[N:22])=[C:5]2[C:23]1[CH:28]=[CH:27][CH:26]=[CH:25][CH:24]=1. The yield is 0.370.